This data is from HIV replication inhibition screening data with 41,000+ compounds from the AIDS Antiviral Screen. The task is: Binary Classification. Given a drug SMILES string, predict its activity (active/inactive) in a high-throughput screening assay against a specified biological target. (1) The molecule is Clc1cc(Cl)c(SSc2cc(Cl)c(Cl)cc2Cl)cc1Cl. The result is 0 (inactive). (2) The drug is Cc1cc(NS(=O)(=O)c2ccc(Nc3c4ccccc4nc4c(C(=O)NCCO)cccc34)cc2)no1. The result is 0 (inactive). (3) The compound is Cc1ccc(S(=O)(=O)OCCn2cnc3nc(NC(=O)c4ccccc4)nc(O)c32)cc1. The result is 0 (inactive). (4) The compound is Cc1ccc(Cc2n[nH]c(=O)n2-c2ccccc2)cc1. The result is 0 (inactive). (5) The molecule is Cc1nc2ccncc2[nH]1. The result is 0 (inactive).